This data is from Reaction yield outcomes from USPTO patents with 853,638 reactions. The task is: Predict the reaction yield, written as a fraction of the theoretical maximum amount of product (1.0 means a 100% yield; for example, 0.34 means a 34% yield). (1) The reactants are [OH:1][CH2:2][C@H:3]([CH2:19][CH:20]=[CH2:21])[CH2:4][C@H:5]1[CH2:9][O:8][C:7]([CH3:11])([CH3:10])[N:6]1[C:12]([O:14][C:15]([CH3:18])([CH3:17])[CH3:16])=[O:13].N1C=CN=C1.[CH3:27][C:28]([Si:31](Cl)([CH3:33])[CH3:32])([CH3:30])[CH3:29]. The catalyst is CN(C1C=CN=CC=1)C.C(Cl)Cl. The product is [Si:31]([O:1][CH2:2][C@H:3]([CH2:19][CH:20]=[CH2:21])[CH2:4][C@H:5]1[CH2:9][O:8][C:7]([CH3:11])([CH3:10])[N:6]1[C:12]([O:14][C:15]([CH3:18])([CH3:17])[CH3:16])=[O:13])([C:28]([CH3:30])([CH3:29])[CH3:27])([CH3:33])[CH3:32]. The yield is 0.570. (2) The reactants are C([O:8][C:9]1[C:10]([O:22][CH3:23])=[CH:11][C:12]([C:20]#[N:21])=[C:13]([N:15]=[CH:16][N:17]([CH3:19])[CH3:18])[CH:14]=1)C1C=CC=CC=1.FC(F)(F)C([O-])=O. The catalyst is FC(F)(F)C(O)=O. The product is [C:20]([C:12]1[CH:11]=[C:10]([O:22][CH3:23])[C:9]([OH:8])=[CH:14][C:13]=1[N:15]=[CH:16][N:17]([CH3:18])[CH3:19])#[N:21]. The yield is 0.950. (3) The catalyst is C(Cl)Cl.O. The yield is 0.950. The reactants are [CH3:1][C:2]1[CH:8]=[CH:7][C:5]([NH2:6])=[CH:4][CH:3]=1.C([O-])(O)=O.[Na+].[I:14]I.OS([O-])=O.[Na+]. The product is [I:14][C:4]1[CH:3]=[C:2]([CH3:1])[CH:8]=[CH:7][C:5]=1[NH2:6]. (4) The catalyst is C(O)(=O)C. The reactants are [NH:1]1[C:9]2[C:4](=[CH:5][CH:6]=[CH:7][N:8]=2)[CH:3]=[CH:2]1.[CH3:10][N+:11]([CH3:13])=[CH2:12].[I-:14]. The product is [IH:14].[CH3:10][N:11]([CH2:13][C:3]1[C:4]2[C:9](=[N:8][CH:7]=[CH:6][CH:5]=2)[NH:1][CH:2]=1)[CH3:12]. The yield is 1.00. (5) The reactants are [NH2:1][C:2]1[N:7]=[CH:6][N:5]=[C:4]2[N:8]([C@@H:12]3[CH2:17][CH2:16][CH2:15][N:14]([C:18]([O:20][C:21]([CH3:24])([CH3:23])[CH3:22])=[O:19])[CH2:13]3)[N:9]=[C:10](I)[C:3]=12.[F:25][C:26]1[CH:47]=[CH:46][CH:45]=[C:44]([F:48])[C:27]=1[O:28][C:29]1[CH:34]=[CH:33][C:32](B2OC(C)(C)C(C)(C)O2)=[CH:31][CH:30]=1.C(=O)([O-])[O-].[Na+].[Na+]. The catalyst is O1CCOCC1.O.C1C=CC([P]([Pd]([P](C2C=CC=CC=2)(C2C=CC=CC=2)C2C=CC=CC=2)([P](C2C=CC=CC=2)(C2C=CC=CC=2)C2C=CC=CC=2)[P](C2C=CC=CC=2)(C2C=CC=CC=2)C2C=CC=CC=2)(C2C=CC=CC=2)C2C=CC=CC=2)=CC=1. The product is [NH2:1][C:2]1[N:7]=[CH:6][N:5]=[C:4]2[N:8]([C@@H:12]3[CH2:17][CH2:16][CH2:15][N:14]([C:18]([O:20][C:21]([CH3:24])([CH3:23])[CH3:22])=[O:19])[CH2:13]3)[N:9]=[C:10]([C:32]3[CH:31]=[CH:30][C:29]([O:28][C:27]4[C:44]([F:48])=[CH:45][CH:46]=[CH:47][C:26]=4[F:25])=[CH:34][CH:33]=3)[C:3]=12. The yield is 0.850. (6) The reactants are [C:1]1([CH2:7][O:8][C:9]2[CH:14]=[CH:13][C:12]([C:15]3[CH:20]=[CH:19][CH:18]=[C:17]([CH:21]=O)[CH:16]=3)=[CH:11][CH:10]=2)[CH:6]=[CH:5][CH:4]=[CH:3][CH:2]=1.[BH4-].[Na+].CCOC(C)=O.O=S(Cl)[Cl:33]. The catalyst is C1COCC1.N1C=CC=CC=1. The product is [C:1]1([CH2:7][O:8][C:9]2[CH:14]=[CH:13][C:12]([C:15]3[CH:20]=[CH:19][CH:18]=[C:17]([CH2:21][Cl:33])[CH:16]=3)=[CH:11][CH:10]=2)[CH:6]=[CH:5][CH:4]=[CH:3][CH:2]=1. The yield is 0.610. (7) The reactants are [F:1][C:2]1[CH:3]=[C:4]([CH:9]=[CH:10][CH:11]=1)[C:5](=[S:8])[NH:6][NH2:7].[CH3:12][CH:13]([C:24](=O)[C:25]1[CH:30]=[CH:29][CH:28]=[CH:27][CH:26]=1)[CH2:14][CH2:15][NH:16][C:17](=[O:23])[O:18][C:19]([CH3:22])([CH3:21])[CH3:20]. The catalyst is C(O)C.C(Cl)Cl.C(O)(=O)C. The product is [F:1][C:2]1[CH:3]=[C:4]([C:5]2[S:8][C:24]([CH:13]([CH3:12])[CH2:14][CH2:15][NH:16][C:17](=[O:23])[O:18][C:19]([CH3:21])([CH3:20])[CH3:22])([C:25]3[CH:30]=[CH:29][CH:28]=[CH:27][CH:26]=3)[NH:7][N:6]=2)[CH:9]=[CH:10][CH:11]=1. The yield is 0.480.